From a dataset of Full USPTO retrosynthesis dataset with 1.9M reactions from patents (1976-2016). Predict the reactants needed to synthesize the given product. (1) Given the product [CH2:21]([NH:25][C:26]([O:14][C:10]1[CH:9]=[C:8]([C:7]2[CH:6]=[CH:5][C:4]([CH:15]([CH3:20])[C:16]([O:18][CH3:19])=[O:17])=[CH:3][C:2]=2[F:1])[CH:13]=[CH:12][CH:11]=1)=[O:27])[CH2:22][CH2:23][CH3:24], predict the reactants needed to synthesize it. The reactants are: [F:1][C:2]1[CH:3]=[C:4]([CH:15]([CH3:20])[C:16]([O:18][CH3:19])=[O:17])[CH:5]=[CH:6][C:7]=1[C:8]1[CH:13]=[CH:12][CH:11]=[C:10]([OH:14])[CH:9]=1.[CH2:21]([N:25]=[C:26]=[O:27])[CH2:22][CH2:23][CH3:24]. (2) Given the product [CH3:16][O:15][CH:11]([C:8]1[CH:7]=[CH:6][C:5]([NH2:4])=[CH:10][CH:9]=1)[C:12]([OH:14])=[O:13], predict the reactants needed to synthesize it. The reactants are: C([NH:4][C:5]1[CH:10]=[CH:9][C:8]([CH:11]([O:15][CH3:16])[C:12]([OH:14])=[O:13])=[CH:7][CH:6]=1)(=O)C. (3) Given the product [Br:21][C:22]1[CH:23]=[N:24][CH:25]=[CH:26][C:27]=1[O:28][C:29]1[C:34]([F:35])=[CH:33][C:32]([NH:36][C:18]([C:5]2[C:6](=[O:17])[N:7]([C:10]3[CH:15]=[CH:14][C:13]([F:16])=[CH:12][CH:11]=3)[CH:8]=[CH:9][C:4]=2[O:3][CH2:1][CH3:2])=[O:19])=[C:31]([F:37])[CH:30]=1, predict the reactants needed to synthesize it. The reactants are: [CH2:1]([O:3][C:4]1[CH:9]=[CH:8][N:7]([C:10]2[CH:15]=[CH:14][C:13]([F:16])=[CH:12][CH:11]=2)[C:6](=[O:17])[C:5]=1[C:18](Cl)=[O:19])[CH3:2].[Br:21][C:22]1[CH:23]=[N:24][CH:25]=[CH:26][C:27]=1[O:28][C:29]1[C:34]([F:35])=[CH:33][C:32]([NH2:36])=[C:31]([F:37])[CH:30]=1.C(N(CC)C(C)C)(C)C. (4) The reactants are: [O:1]1[CH2:6][CH2:5][CH:4]([O:7][C:8]2[CH:18]=[CH:17][C:11]([C:12]([O:14]CC)=[O:13])=[CH:10][CH:9]=2)[CH2:3][CH2:2]1.[OH-].[Na+]. Given the product [O:1]1[CH2:2][CH2:3][CH:4]([O:7][C:8]2[CH:18]=[CH:17][C:11]([C:12]([OH:14])=[O:13])=[CH:10][CH:9]=2)[CH2:5][CH2:6]1, predict the reactants needed to synthesize it. (5) Given the product [Cl:19][C:7]1[CH:8]=[C:9]2[N:14]([CH2:15][CH:16]([F:17])[F:18])[CH:13]=[CH:12][C:10]2=[N:11][C:6]=1[C:4]([OH:5])=[O:3], predict the reactants needed to synthesize it. The reactants are: C([O:3][C:4]([C:6]1[N:11]=[C:10]2[CH:12]=[CH:13][N:14]([CH2:15][CH:16]([F:18])[F:17])[C:9]2=[CH:8][C:7]=1[Cl:19])=[O:5])C.[OH-].[Na+].